From a dataset of Full USPTO retrosynthesis dataset with 1.9M reactions from patents (1976-2016). Predict the reactants needed to synthesize the given product. (1) Given the product [C:1]1([S:7]([CH2:8][CH2:9][NH:10][C@H:11]2[CH2:12][CH2:13][C@H:14]([C:17]3[CH:26]=[CH:25][C:20]4[NH:21][C:22](=[O:24])[O:23][C:19]=4[CH:18]=3)[CH2:15][CH2:16]2)=[O:27])[CH:2]=[CH:3][CH:4]=[CH:5][CH:6]=1, predict the reactants needed to synthesize it. The reactants are: [C:1]1([S:7][CH2:8][CH2:9][NH:10][C@H:11]2[CH2:16][CH2:15][C@H:14]([C:17]3[CH:26]=[CH:25][C:20]4[NH:21][C:22](=[O:24])[O:23][C:19]=4[CH:18]=3)[CH2:13][CH2:12]2)[CH:6]=[CH:5][CH:4]=[CH:3][CH:2]=1.[OH2:27]. (2) Given the product [CH2:1]([N:3]1[CH:7]=[C:6](/[CH:8]=[CH:41]/[C:42]([O:44][CH2:45][CH3:46])=[O:43])[C:5]([O:10][CH2:11][C:12]2[CH:17]=[CH:16][C:15]([O:18][CH2:19][C:20]3[N:21]=[C:22]([C:26]4[O:27][CH:28]=[CH:29][CH:30]=4)[O:23][C:24]=3[CH3:25])=[C:14]([O:31][CH3:32])[CH:13]=2)=[N:4]1)[CH3:2], predict the reactants needed to synthesize it. The reactants are: [CH2:1]([N:3]1[CH:7]=[C:6]([CH:8]=O)[C:5]([O:10][CH2:11][C:12]2[CH:17]=[CH:16][C:15]([O:18][CH2:19][C:20]3[N:21]=[C:22]([C:26]4[O:27][CH:28]=[CH:29][CH:30]=4)[O:23][C:24]=3[CH3:25])=[C:14]([O:31][CH3:32])[CH:13]=2)=[N:4]1)[CH3:2].C(OP([CH2:41][C:42]([O:44][CH2:45][CH3:46])=[O:43])(OCC)=O)C.CN(C)C=O.[H-].[Na+]. (3) The reactants are: C(OC([NH:8][C@H:9]([C:14]([NH:16][CH:17]([C:26]#[N:27])[C:18]1[CH:23]=[CH:22][CH:21]=[CH:20][C:19]=1[O:24][CH3:25])=[O:15])[CH2:10][CH:11]([CH3:13])[CH3:12])=O)(C)(C)C. Given the product [C:26]([CH:17]([C:18]1[CH:23]=[CH:22][CH:21]=[CH:20][C:19]=1[O:24][CH3:25])[NH:16][C:14](=[O:15])[C@H:9]([CH2:10][CH:11]([CH3:13])[CH3:12])[NH2:8])#[N:27], predict the reactants needed to synthesize it. (4) Given the product [Cl:31][C:32]1[CH:37]=[C:36]([C:7]2[NH:6][C:5]([CH:9]=[O:10])=[C:4]([C:11]([O:13][CH2:14][C:15]3[CH:20]=[CH:19][CH:18]=[CH:17][CH:16]=3)=[O:12])[C:3]=2[CH2:1][CH3:2])[CH:35]=[CH:34][CH:33]=1, predict the reactants needed to synthesize it. The reactants are: [CH2:1]([C:3]1[C:4]([C:11]([O:13][CH2:14][C:15]2[CH:20]=[CH:19][CH:18]=[CH:17][CH:16]=2)=[O:12])=[C:5]([CH:9]=[O:10])[NH:6][C:7]=1I)[CH3:2].FC1C=CC(B(O)O)=CC=1.[Cl:31][C:32]1[CH:33]=[C:34](B(O)O)[CH:35]=[CH:36][CH:37]=1. (5) Given the product [F:79][C:33]([F:32])([F:78])[C:34]1[CH:35]=[C:36]([C:44]([CH3:77])([CH3:76])[C:45]([N:47]([CH3:48])[C:49]2[C:54]([C:55]3[CH:60]=[CH:59][C:58]([F:61])=[CH:57][C:56]=3[CH3:62])=[CH:53][C:52]([NH:63][CH:64]([CH2:65][O:66][Si:67]([C:70]([CH3:72])([CH3:73])[CH3:71])([CH3:68])[CH3:69])[CH2:74][O:75][C:80](=[S:82])[CH3:81])=[N:51][CH:50]=2)=[O:46])[CH:37]=[C:38]([C:40]([F:42])([F:43])[F:41])[CH:39]=1, predict the reactants needed to synthesize it. The reactants are: C1(P(C2C=CC=CC=2)C2C=CC=CC=2)C=CC=CC=1.N(C(OCC)=O)=NC(OCC)=O.[F:32][C:33]([F:79])([F:78])[C:34]1[CH:35]=[C:36]([C:44]([CH3:77])([CH3:76])[C:45]([N:47]([C:49]2[CH:50]=[N:51][C:52]([NH:63][CH:64]([CH2:74][OH:75])[CH2:65][O:66][Si:67]([C:70]([CH3:73])([CH3:72])[CH3:71])([CH3:69])[CH3:68])=[CH:53][C:54]=2[C:55]2[CH:60]=[CH:59][C:58]([F:61])=[CH:57][C:56]=2[CH3:62])[CH3:48])=[O:46])[CH:37]=[C:38]([C:40]([F:43])([F:42])[F:41])[CH:39]=1.[C:80](O)(=[S:82])[CH3:81]. (6) Given the product [F:11][C:6]1[CH:5]=[CH:4][C:3]([C:15]2[CH:16]=[CH:17][N:12]=[CH:13][CH:14]=2)=[CH:10][C:7]=1[CH2:8][NH2:9], predict the reactants needed to synthesize it. The reactants are: Cl.Br[C:3]1[CH:4]=[CH:5][C:6]([F:11])=[C:7]([CH:10]=1)[CH2:8][NH2:9].[N:12]1[CH:17]=[CH:16][C:15](B(O)O)=[CH:14][CH:13]=1. (7) Given the product [CH2:49]([N:56]=[C:2]([C@:7]1([CH2:46][CH:47]=[CH2:48])[O:36][C@H:35]([CH2:37][O:38][CH2:39][C:40]2[CH:41]=[CH:42][CH:43]=[CH:44][CH:45]=2)[C@@H:26]([O:27][CH2:28][C:29]2[CH:30]=[CH:31][CH:32]=[CH:33][CH:34]=2)[C@H:17]([O:18][CH2:19][C:20]2[CH:25]=[CH:24][CH:23]=[CH:22][CH:21]=2)[C@H:8]1[O:9][CH2:10][C:11]1[CH:12]=[CH:13][CH:14]=[CH:15][CH:16]=1)[C:3]([O:5][CH3:6])=[O:4])[C:50]1[CH:55]=[CH:54][CH:53]=[CH:52][CH:51]=1, predict the reactants needed to synthesize it. The reactants are: O=[C:2]([C@:7]1([CH2:46][CH:47]=[CH2:48])[O:36][C@H:35]([CH2:37][O:38][CH2:39][C:40]2[CH:45]=[CH:44][CH:43]=[CH:42][CH:41]=2)[C@@H:26]([O:27][CH2:28][C:29]2[CH:34]=[CH:33][CH:32]=[CH:31][CH:30]=2)[C@H:17]([O:18][CH2:19][C:20]2[CH:25]=[CH:24][CH:23]=[CH:22][CH:21]=2)[C@H:8]1[O:9][CH2:10][C:11]1[CH:16]=[CH:15][CH:14]=[CH:13][CH:12]=1)[C:3]([O:5][CH3:6])=[O:4].[CH2:49]([NH2:56])[C:50]1[CH:55]=[CH:54][CH:53]=[CH:52][CH:51]=1.